Dataset: Forward reaction prediction with 1.9M reactions from USPTO patents (1976-2016). Task: Predict the product of the given reaction. Given the reactants O.NN.O=C1C2C(=CC=CC=2)C(=O)[N:6]1[CH2:15][CH2:16][S:17]([NH:20][C@H:21]1[CH2:26][CH2:25][CH2:24][N:23]([C:27]([O:29][CH2:30][C:31]2[CH:36]=[CH:35][CH:34]=[CH:33][CH:32]=2)=[O:28])[CH2:22]1)(=[O:19])=[O:18], predict the reaction product. The product is: [NH2:6][CH2:15][CH2:16][S:17]([NH:20][C@H:21]1[CH2:26][CH2:25][CH2:24][N:23]([C:27]([O:29][CH2:30][C:31]2[CH:32]=[CH:33][CH:34]=[CH:35][CH:36]=2)=[O:28])[CH2:22]1)(=[O:18])=[O:19].